Predict which catalyst facilitates the given reaction. From a dataset of Catalyst prediction with 721,799 reactions and 888 catalyst types from USPTO. (1) Reactant: Cl[C:2]1[CH:7]=[CH:6][CH:5]=[C:4]([C:8]([F:11])([F:10])[F:9])[N:3]=1.[NH:12]1[CH2:17][CH2:16][CH:15]([C:18]([N:20]2[CH2:24][CH2:23][C@H:22]([NH:25][C:26](=[O:32])[O:27][C:28]([CH3:31])([CH3:30])[CH3:29])[CH2:21]2)=[O:19])[CH2:14][CH2:13]1.C(N(CC)CC)C.C(OCC)(=O)C. Product: [F:9][C:8]([F:11])([F:10])[C:4]1[N:3]=[C:2]([N:12]2[CH2:13][CH2:14][CH:15]([C:18]([N:20]3[CH2:24][CH2:23][C@H:22]([NH:25][C:26](=[O:32])[O:27][C:28]([CH3:30])([CH3:29])[CH3:31])[CH2:21]3)=[O:19])[CH2:16][CH2:17]2)[CH:7]=[CH:6][CH:5]=1. The catalyst class is: 3. (2) Reactant: [Br:1][C:2]1[C:3]([CH3:23])=[C:4]([N:8]2[C:16](=[O:17])[C:15]3[C:10](=[CH:11][CH:12]=[C:13]([C:18]([CH3:21])([CH3:20])[CH3:19])[CH:14]=3)[C:9]2=O)[CH:5]=[CH:6][CH:7]=1.[BH4-].[Na+].C(O)(C(F)(F)F)=O.C([SiH](CC)CC)C. Product: [Br:1][C:2]1[C:3]([CH3:23])=[C:4]([N:8]2[CH2:9][C:10]3[C:15](=[CH:14][C:13]([C:18]([CH3:19])([CH3:20])[CH3:21])=[CH:12][CH:11]=3)[C:16]2=[O:17])[CH:5]=[CH:6][CH:7]=1. The catalyst class is: 100. (3) Reactant: Br[C:2]1[CH:7]=[CH:6][N:5]=[C:4]2[N:8]([CH3:22])[CH:9]=[C:10]([C:11]3[CH:21]=[CH:20][C:14]4[O:15][CH2:16][CH2:17][N:18]([CH3:19])[C:13]=4[CH:12]=3)[C:3]=12.[CH3:23][N:24]1[CH:28]=[CH:27][C:26]([S:29]([NH2:32])(=[O:31])=[O:30])=[N:25]1.CN(C)C1C=CC=CC=1C1C=CC=CC=1P(C1CCCCC1)C1CCCCC1.C(=O)([O-])[O-].[Cs+].[Cs+]. Product: [CH3:23][N:24]1[CH:28]=[CH:27][C:26]([S:29]([NH:32][C:2]2[CH:7]=[CH:6][N:5]=[C:4]3[N:8]([CH3:22])[CH:9]=[C:10]([C:11]4[CH:21]=[CH:20][C:14]5[O:15][CH2:16][CH2:17][N:18]([CH3:19])[C:13]=5[CH:12]=4)[C:3]=23)(=[O:31])=[O:30])=[N:25]1. The catalyst class is: 62. (4) Reactant: ClC1C=C(C=CC=1)C(OO)=O.[Br:12][C:13]1[CH:14]=[CH:15][C:16]2[C:17]3[N:25]([CH2:26][CH2:27][NH:28][S:29]([CH3:32])(=[O:31])=[O:30])[C:24]([CH2:33][CH2:34][CH2:35][CH3:36])=[N:23][C:18]=3[CH:19]=[N:20][C:21]=2[CH:22]=1.[OH-].[NH4+:38].C1(C)C=CC(S(Cl)(=O)=O)=CC=1.C(=O)([O-])[O-].[K+].[K+]. Product: [NH2:38][C:19]1[C:18]2[N:23]=[C:24]([CH2:33][CH2:34][CH2:35][CH3:36])[N:25]([CH2:26][CH2:27][NH:28][S:29]([CH3:32])(=[O:30])=[O:31])[C:17]=2[C:16]2[CH:15]=[CH:14][C:13]([Br:12])=[CH:22][C:21]=2[N:20]=1. The catalyst class is: 46. (5) Reactant: [CH:1]1([C:4]2[N:5]=[C:6]3[C:12]([C:13]([NH:15][C@@H:16]([CH3:24])[C:17]([O:19]C(C)(C)C)=[O:18])=[O:14])=[CH:11][N:10]([CH2:25][O:26][CH2:27][CH2:28][Si:29]([CH3:32])([CH3:31])[CH3:30])[C:7]3=[N:8][CH:9]=2)[CH2:3][CH2:2]1. Product: [CH:1]1([C:4]2[N:5]=[C:6]3[C:12]([C:13]([NH:15][C@@H:16]([CH3:24])[C:17]([OH:19])=[O:18])=[O:14])=[CH:11][N:10]([CH2:25][O:26][CH2:27][CH2:28][Si:29]([CH3:30])([CH3:32])[CH3:31])[C:7]3=[N:8][CH:9]=2)[CH2:3][CH2:2]1. The catalyst class is: 836.